Dataset: Human Reference Interactome with 51,813 positive PPI pairs across 8,248 proteins, plus equal number of experimentally-validated negative pairs. Task: Binary Classification. Given two protein amino acid sequences, predict whether they physically interact or not. (1) Result: 0 (the proteins do not interact). Protein 1 (ENSG00000150867) has sequence MHNILKKYHQYIVECHGITLLPQFLGMYRLNVDGVEIYVIVTRNVFSHRLSVYRKYDLKMANLKATFTFPKPTGSTVAREASDKEKAKELPTLKDNDFINEGQKIYIDDNNKKVFLEKLKKDVEFLAQLKLMDYSLLVGIHDVERAEQEEVECEENDGEEEGESDGTHPVGTPPDSPGNTLNSSPPLAPGEFDPNIDVYGIKCHENSPRKEVYFMAIIDILTHYDAKKKAAHAAKTVKHGAGAEISTVNPEQYSKRFLDFIGHILT*MATPGNLGSSVLASKTKTKKKHFVAQKVKLFRA.... Protein 2 (ENSG00000065427) has sequence MLTQAAVRLVRGSLRKTSWAEWGHRELRLGQLAPFTAPHKDKSFSDQRSELKRRLKAEKKVAEKEAKQKELSEKQLSQATAAATNHTTDNGVGPEEESVDPNQYYKIRSQAIHQLKVNGEDPYPHKFHVDISLTDFIQKYSHLQPGDHLTDITLKVAGRIHAKRASGGKLIFYDLRGEGVKLQVMANSRNYKSEEEFIHINNKLRRGDIIGVQGNPGKTKKGELSIIPYEITLLSPCLHMLPHLHFGLKDKETRYRQRYLDLILNDFVRQKFIIRSKIITYIRSFLDELGFLEIETPMMN.... (2) Protein 1 (ENSG00000138735) has sequence MLPFGDKTREMVNAWFAERVHTIPVCKEGIRGHTESCSCPLQQSPRADNSAPGTPTRKISASEFDRPLRPIVVKDSEGTVSFLSDSEKKEQMPLTPPRFDHDEGDQCSRLLELVKDISSHLDVTALCHKIFLHIHGLISADRYSLFLVCEDSSNDKFLISRLFDVAEGSTLEEVSNNCIRLEWNKGIVGHVAALGEPLNIKDAYEDPRFNAEVDQITGYKTQSILCMPIKNHREEVVGVAQAINKKSGNGGTFTEKDEKDFAAYLAFCGIVLHNAQLYETSLLENKRNQVLLDLASLIFE.... Protein 2 (ENSG00000067177) has sequence MRSRSNSGVRLDGYARLVQQTILCHQNPVTGLLPASYDQKDAWVRDNVYSILAVWGLGLAYRKNADRDEDKAKAYELEQSVVKLMRGLLHCMIRQVDKVESFKYSQSTKDSLHAKYNTKTCATVVGDDQWGHLQLDATSVYLLFLAQMTASGLHIIHSLDEVNFIQNLVFYIEAAYKTADFGIWERGDKTNQGISELNASSVGMAKAALEALDELDLFGVKGGPQSVIHVLADEVQHCQSILNSLLPRASTSKEVDASLLSVVSFPAFAVEDSQLVELTKQEIITKLQGRYGCCRFLRDG.... Result: 0 (the proteins do not interact). (3) Protein 1 (ENSG00000111052) has sequence MLKPSVTSAPTADMATLTVVQPLTLDRDVARAIELLEKLQESGEVPVHKLQSLKKVLQSEFCTAIREVYQYMHETITVNGCPEFRARATAKVFSCVHCKRI*XLEKLQESGEVPVHKLQSLKKVLQSEFCTAIREVYQYMHETITVNGCPEFRARATAKATVAAFAASEGHSHPRVVELPKTDEGLGFNVMGGKEQNSPIYISRIIPGGVAERHGGLKRGDQLLSVNGVVCL*TSAPTADMATLTVVQPLTLDRDVARAIELLEKLQESGEVPVHKLQSLKKVLQSEFCTAIREVYQYMH.... Protein 2 (ENSG00000170011) has sequence MGRKLDLSGLTDDETEHVLQVVQRDFNLRKKEEERLSELKQKLDEEGSKCSILSKHQQFVEHCCMRCCSPFTFLVNTKRQCGDCKFNVCKSCCSYQKHEKAWVCCVCQQARLLRAQSLEWFYNNVKSRFKRFGSAKVLKNLYRKHRLESGACFDILGGSLFESNLENEGSISGSDSTFYRQSEGHSVMDTLAVALRVAEEAIEEAISKAEAYGDSLDKQNEASYLRDHKEELTEELATTILQKIIRKQKSKSEQQVEEEPGWPHPQSCSTKVADEGTSASPGGYRAPAALWRSQSAFSIT.... Result: 0 (the proteins do not interact). (4) Protein 1 (ENSG00000085662) has sequence MASRLLLNNGAKMPILGLGTWKSPPGQVTEAVKVAIDVGYRHIDCAHVYQNENEVGVAIQEKLREQVVKREELFIVSKLWCTYHEKGLVKGACQKTLSDLKLDYLDLYLIHWPTGFKPGKEFFPLDESGNVVPSDTNILDTWAAMEELVDEGLVKAIGISNFNHLQVEMILNKPGLKYKPAVNQIECHPYLTQEKLIQYCQSKGIVVTAYSPLGSPDRPWAKPEDPSLLEDPRIKAIAAKHNKTTAQVLIRFPMQRNLVVIPKSVTPERIAENFKVFDFELSSQDMTTLLSYNRNWRVCA.... Protein 2 (ENSG00000112149) has sequence MSRGLQLLLLSCAYSLAPATPEVKVACSEDVDLPCTAPWDPQVPYTVSWVKLLEGGEERMETPQEDHLRGQHYHQKGQNGSFDAPNERPYSLKIRNTTSCNSGTYRCTLQDPDGQRNLSGKVILRVTGCPAQRKEETFKKYRAEIVLLLALVIFYLTLIIFTCKFARLQSIFPDFSKAGMERAFLPVTSPNKHLGLVTPHKTELV*METPQEDHLRGQHYHQKGQNGSFDAPNERPYSLKIRNTTSCNSGTYRCTLQDPDGQRNLSGKVILRVTGCPAQRKEETFKKYRAEIVLLLALVI.... Result: 0 (the proteins do not interact). (5) Protein 1 (ENSG00000087253) has sequence MSRCAQAAEVAATVPGAGVGNVGLRPPMVPRQASFFPPPVPNPFVQQTQIGSARRVQIVLLGIILLPIRVLLVALILLLAWPFAAISTVCCPEKLTHPITGWRRKITQTALKFLGRAMFFSMGFIVAVKGKIASPLEAPVFVAAPHSTFFDGIACVVAGLPSMVSRNENAQVPLIGRLLRAVQPVLVSRVDPDSRKNTINEIIKRTTSGGEWPQILVFPEGTCTNRSCLITFKPGAFIPGVPVQPVLLRYPNKLDTVTWTWQGYTFIQLCMLTFCQLFTKVEVEFMPVQVPNDEEKNDPV.... Protein 2 (ENSG00000135842) has sequence MGGSASSQLDEGKCAYIRGKTEAAIKNFSPYYSRQYSVAFCNHVRTEVEQQRDLTSQFLKTKPPLAPGTILYEAELSQFSEDIKKWKERYVVVKNDYAVESYENKEAYQRGAAPKCRILPAGGKVLTSEDEYNLLSDRHFPDPLASSEKENTQPFVVLPKEFPVYLWQPFFRHGYFCFHEAADQKRFSALLSDCVRHLNHDYMKQMTFEAQAFLEAVQFFRQEKGHYGSWEMITGDEIQILSNLVMEELLPTLQTDLLPKMKGKKNDRKRTWLGLLEEAYTLVQHQVSEGLSALKEECRA.... Result: 0 (the proteins do not interact). (6) Protein 1 (ENSG00000103876) has sequence MSFIPVAEDSDFPIHNLPYGVFSTRGDPRPRIGVAIGDQILDLSIIKHLFTGPVLSKHQDVFNQPTLNSFMGLGQAAWKEARVFLQNLLSVSQARLRDDTELRKCAFISQASATMHLPATIGDYTDFYSSRQHATNVGIMFRDKENALMPNWLHLPVGYHGRASSVVVSGTPIRRPMGQMKPDDSKPPVYGACKLLDMELEMAFFVGPGNRLGEPIPISKAHEHIFGMVLMNDWSARDIQKWEYVPLGPFLGKSFGTTVSPWVVPMDALMPFAVPNPKQDPRPLPYLCHDEPYTFDINLS.... Protein 2 (ENSG00000204542) has sequence MQGRVAGSCAPLGLLLVCLHLPGLFARSIGVVEEKVSQNLGTNLPQLGQPSSTGPSNSEHPQPALDPRSNDLARVPLKLSVPASDGFPPAGGSAVQRWPPSWGLPAMDSWPPEDPWQMMAAAAEDRLGEALPEELSYLSSAAALAPGSGPLPGESSPDATGLSPKASLLHQDSESRRLPRSNSLGAGGKILSQRPPWSLIHRVLPDHPWGTLNPSVSWGGGGPGTGWGTRPMPHPEGIWGINNQPPGTSWGNINRYPGGSWGNINRYPGGSWGNINRYPGGSWGNIHLYPGINNPFPPGV.... Result: 0 (the proteins do not interact). (7) Protein 2 (ENSG00000137073) has sequence MMTSVSSDHCRGAREKPQISAAQSTQPQKQVVQATAEQMRLAQVIFDKNDSDFEAKVKQLMEVTGKNQDECIVALHDCNGDVNKAINILLEGNSDTTSWETVGCKKKNFAKENSENKENREKKSEKESSRGRGNNNRKGRGGNRGREFRGEENGIDCNQVDKPSDRGKRARGRGFGRGRGRGAGRFSTQGMGTFNPADYSDSTSTDVCGTKLVVWEAAQNGADEGTELASNTHNIAQDLSNKSSYGLKGAWKNSVEEWTTEDWTEDLSETKVFTASSAPAENHILPGQSIDLVALLQKPV.... Result: 0 (the proteins do not interact). Protein 1 (ENSG00000119707) has sequence MSFPPHLNRPPMGIPALPPGIPPPQFPGFPPPVPPGTPMIPVPMSIMAPAPTVLVPTVSMVGKHLGARKDHPGLKAKENDENCGPTTTVFVGNISEKASDMLIRQLLAKCGLVLSWKRVQGASGKLQAFGFCEYKEPESTLRALRLLHDLQIGEKKLLVKVDAKTKAQLDEWKAKKKASNGNARPETVTNDDEEALDEETKRRDQMIKGAIEVLIREYSSELNAPSQESDSHPRKKKKEKKEDIFRRFPVAPLIPYPLITKEDINAIEMEEDKRDLISREISKFRDTHKKLEEEKGKKEK....